Predict the product of the given reaction. From a dataset of Forward reaction prediction with 1.9M reactions from USPTO patents (1976-2016). (1) The product is: [C:1]([O:5][C:6]([N:8]1[C@H:12]([C:13](=[O:21])[CH:14]=[CH:43][CH2:42][CH2:41][CH2:40][CH2:39][CH2:38][CH2:37][CH2:36][CH2:35][CH2:34][CH2:33][CH2:32][CH2:31][CH3:30])[CH2:11][O:10][C:9]1([CH3:22])[CH3:23])=[O:7])([CH3:2])([CH3:3])[CH3:4]. Given the reactants [C:1]([O:5][C:6]([N:8]1[C@H:12]([C:13](=[O:21])[CH2:14]P(OC)(OC)=O)[CH2:11][O:10][C:9]1([CH3:23])[CH3:22])=[O:7])([CH3:4])([CH3:3])[CH3:2].C(=O)([O-])[O-].[K+].[K+].[CH:30](=O)[CH2:31][CH2:32][CH2:33][CH2:34][CH2:35][CH2:36][CH2:37][CH2:38][CH2:39][CH2:40][CH2:41][CH2:42][CH3:43].P(=O)([O-])[O-], predict the reaction product. (2) Given the reactants C(OC([N:8]1[CH2:13][CH2:12][N:11]([CH:14]2[CH2:17][CH2:16][CH2:15]2)[CH2:10][CH2:9]1)=O)(C)(C)C.[ClH:18], predict the reaction product. The product is: [ClH:18].[ClH:18].[CH:14]1([N:11]2[CH2:12][CH2:13][NH:8][CH2:9][CH2:10]2)[CH2:17][CH2:16][CH2:15]1. (3) Given the reactants O.[O-2].[Ca+2:3].[NH2:4][C@H:5]([C:9]([OH:11])=[O:10])[C@@H:6]([CH3:8])[OH:7], predict the reaction product. The product is: [O-2:7].[Ca+2:3].[NH2:4][C@H:5]([C:9]([OH:11])=[O:10])[C@@H:6]([CH3:8])[OH:7].